This data is from Reaction yield outcomes from USPTO patents with 853,638 reactions. The task is: Predict the reaction yield, written as a fraction of the theoretical maximum amount of product (1.0 means a 100% yield; for example, 0.34 means a 34% yield). (1) The reactants are [CH2:1](Br)[C:2]#[CH:3].C([O-])([O-])=O.[K+].[K+].[CH3:11][C:12](=[O:17])[CH2:13][C:14](=[O:16])[CH3:15]. The catalyst is CC(C)=O. The product is [CH2:3]([CH:13]([C:12](=[O:17])[CH3:11])[C:14](=[O:16])[CH3:15])[C:2]#[CH:1]. The yield is 0.690. (2) The reactants are [C:1]1(/[CH:7]=[CH:8]\[C@@H:9]2[CH2:25][N:13]3[CH2:14][CH2:15][N:16]([C:18]4[N:23]=[CH:22][C:21]([F:24])=[CH:20][N:19]=4)[CH2:17][C@@H:12]3[CH2:11][CH2:10]2)[CH:6]=[CH:5][CH:4]=[CH:3][CH:2]=1.[H][H]. The catalyst is [Pd].C(O)C. The product is [C:1]1([CH2:7][CH2:8][C@H:9]2[CH2:25][N:13]3[CH2:14][CH2:15][N:16]([C:18]4[N:23]=[CH:22][C:21]([F:24])=[CH:20][N:19]=4)[CH2:17][C@@H:12]3[CH2:11][CH2:10]2)[CH:6]=[CH:5][CH:4]=[CH:3][CH:2]=1. The yield is 0.830.